This data is from Full USPTO retrosynthesis dataset with 1.9M reactions from patents (1976-2016). The task is: Predict the reactants needed to synthesize the given product. (1) Given the product [F:21][C:2]([F:1])([F:20])[C:3]1[CH:4]=[CH:5][C:6]([NH:9][C:10]2[C:11]3[CH2:19][CH2:18][N:17]([C:23]4[CH:24]=[CH:25][CH:26]=[CH:27][C:22]=4[CH3:31])[CH2:16][C:12]=3[N:13]=[CH:14][N:15]=2)=[CH:7][CH:8]=1, predict the reactants needed to synthesize it. The reactants are: [F:1][C:2]([F:21])([F:20])[C:3]1[CH:8]=[CH:7][C:6]([NH:9][C:10]2[C:11]3[CH2:19][CH2:18][NH:17][CH2:16][C:12]=3[N:13]=[CH:14][N:15]=2)=[CH:5][CH:4]=1.[C:22]1([CH3:31])[CH:27]=[CH:26][CH:25]=[CH:24][C:23]=1B(O)O.C(N(CC)CC)C. (2) The reactants are: [Al+3].[Cl-].[Cl-].[Cl-].[NH2:5][C:6]1[CH:7]=[C:8]([CH:10]=[CH:11][C:12]=1[CH3:13])[NH2:9].C[O:15][C:16](=O)[C:17]1[CH:22]=[CH:21][C:20]([CH2:23][N:24]2[CH2:29][CH2:28][N:27]([CH3:30])[CH2:26][CH2:25]2)=[CH:19][CH:18]=1.C(C(C(C([O-])=O)O)O)([O-])=O.[Na+].[K+].C([O-])(O)=O.[Na+]. Given the product [NH2:5][C:6]1[CH:7]=[C:8]([NH:9][C:16](=[O:15])[C:17]2[CH:18]=[CH:19][C:20]([CH2:23][N:24]3[CH2:25][CH2:26][N:27]([CH3:30])[CH2:28][CH2:29]3)=[CH:21][CH:22]=2)[CH:10]=[CH:11][C:12]=1[CH3:13], predict the reactants needed to synthesize it.